Dataset: Forward reaction prediction with 1.9M reactions from USPTO patents (1976-2016). Task: Predict the product of the given reaction. Given the reactants [C:1]([O:5][C:6]([N:8]1[CH2:11][CH:10]([O:12][C:13]2[CH:18]=[C:17]([Br:19])[CH:16]=[CH:15][C:14]=2C=O)[CH2:9]1)=[O:7])([CH3:4])([CH3:3])[CH3:2].C1C=C(Cl)C=C(C(OO)=[O:30])C=1, predict the reaction product. The product is: [C:1]([O:5][C:6]([N:8]1[CH2:11][CH:10]([O:12][C:13]2[CH:18]=[C:17]([Br:19])[CH:16]=[CH:15][C:14]=2[OH:30])[CH2:9]1)=[O:7])([CH3:4])([CH3:3])[CH3:2].